From a dataset of Forward reaction prediction with 1.9M reactions from USPTO patents (1976-2016). Predict the product of the given reaction. (1) Given the reactants Cl[C:2]1[N:7]=[C:6]([C:8]2[S:12][C:11]([C:13]([CH3:16])([CH3:15])[CH3:14])=[N:10][C:9]=2[C:17]2[C:18]([F:36])=[C:19]([NH:24][S:25]([C:28]3[CH:33]=[C:32]([F:34])[CH:31]=[CH:30][C:29]=3[F:35])(=[O:27])=[O:26])[CH:20]=[CH:21][C:22]=2[F:23])[CH:5]=[CH:4][N:3]=1.[OH-].[NH4+:38], predict the reaction product. The product is: [NH2:38][C:2]1[N:7]=[C:6]([C:8]2[S:12][C:11]([C:13]([CH3:16])([CH3:15])[CH3:14])=[N:10][C:9]=2[C:17]2[C:18]([F:36])=[C:19]([NH:24][S:25]([C:28]3[CH:33]=[C:32]([F:34])[CH:31]=[CH:30][C:29]=3[F:35])(=[O:27])=[O:26])[CH:20]=[CH:21][C:22]=2[F:23])[CH:5]=[CH:4][N:3]=1. (2) Given the reactants [N:1]([CH3:4])=[C:2]=S.[Br:5][C:6]1[CH:11]=[C:10]([NH2:12])[C:9]([NH2:13])=[C:8]([CH3:14])[CH:7]=1.Cl.CN(C)CCCN=C=NCC, predict the reaction product. The product is: [Br:5][C:6]1[CH:7]=[C:8]([CH3:14])[C:9]2[NH:13][C:2]([NH:1][CH3:4])=[N:12][C:10]=2[CH:11]=1.